From a dataset of NCI-60 drug combinations with 297,098 pairs across 59 cell lines. Regression. Given two drug SMILES strings and cell line genomic features, predict the synergy score measuring deviation from expected non-interaction effect. Drug 1: C1=C(C(=O)NC(=O)N1)N(CCCl)CCCl. Drug 2: C1C(C(OC1N2C=NC(=NC2=O)N)CO)O. Cell line: UACC62. Synergy scores: CSS=30.8, Synergy_ZIP=-5.70, Synergy_Bliss=-0.637, Synergy_Loewe=-1.13, Synergy_HSA=0.465.